Dataset: Catalyst prediction with 721,799 reactions and 888 catalyst types from USPTO. Task: Predict which catalyst facilitates the given reaction. (1) Reactant: [OH:1][C:2]1[CH:29]=[CH:28][C:27]([C:30]2[CH:35]=[CH:34][CH:33]=[CH:32][N:31]=2)=[CH:26][C:3]=1[C:4]([NH:6][C:7]1[CH:19]=[C:18]([C:20]2[CH:25]=[CH:24][CH:23]=[CH:22][CH:21]=2)[CH:17]=[CH:16][C:8]=1[C:9]([O:11]C(C)(C)C)=[O:10])=[O:5]. Product: [OH:1][C:2]1[CH:29]=[CH:28][C:27]([C:30]2[CH:35]=[CH:34][CH:33]=[CH:32][N:31]=2)=[CH:26][C:3]=1[C:4]([NH:6][C:7]1[CH:19]=[C:18]([C:20]2[CH:21]=[CH:22][CH:23]=[CH:24][CH:25]=2)[CH:17]=[CH:16][C:8]=1[C:9]([OH:11])=[O:10])=[O:5]. The catalyst class is: 557. (2) Reactant: [C:1]1([C:7]2[N:8]=[CH:9][C:10]([C:19]([O:21]C)=O)=[N:11][C:12]=2[C:13]2[CH:18]=[CH:17][CH:16]=[CH:15][CH:14]=2)[CH:6]=[CH:5][CH:4]=[CH:3][CH:2]=1.[Al](CC)(CC)[CH2:24][CH3:25].CNCCNC. Product: [C:1]1([C:7]2[N:8]=[CH:9][C:10]([C:19](=[O:21])[CH2:24][CH3:25])=[N:11][C:12]=2[C:13]2[CH:14]=[CH:15][CH:16]=[CH:17][CH:18]=2)[CH:6]=[CH:5][CH:4]=[CH:3][CH:2]=1. The catalyst class is: 11.